From a dataset of Reaction yield outcomes from USPTO patents with 853,638 reactions. Predict the reaction yield, written as a fraction of the theoretical maximum amount of product (1.0 means a 100% yield; for example, 0.34 means a 34% yield). The reactants are [CH:1]1([CH2:4][O:5][C:6]2[N:11]=[C:10]([C:12]([OH:14])=O)[CH:9]=[CH:8][C:7]=2[N:15]2[CH2:18][C:17]([F:20])([F:19])[CH2:16]2)[CH2:3][CH2:2]1.Cl.[F:22][C@H:23]1[CH2:27][NH:26][C@H:25]([C:28]([NH2:30])=[O:29])[CH2:24]1. No catalyst specified. The product is [CH:1]1([CH2:4][O:5][C:6]2[N:11]=[C:10]([C:12]([N:26]3[CH2:27][C@H:23]([F:22])[CH2:24][C@H:25]3[C:28]([NH2:30])=[O:29])=[O:14])[CH:9]=[CH:8][C:7]=2[N:15]2[CH2:18][C:17]([F:20])([F:19])[CH2:16]2)[CH2:2][CH2:3]1. The yield is 0.490.